This data is from Full USPTO retrosynthesis dataset with 1.9M reactions from patents (1976-2016). The task is: Predict the reactants needed to synthesize the given product. The reactants are: [NH2:1][C:2]1[CH:3]=[CH:4][C:5]([CH3:16])=[C:6]2[C:10]=1[NH:9][C:8]([C:11]([O:13][CH2:14][CH3:15])=[O:12])=[CH:7]2.[S:17]1[CH:21]=[CH:20][CH:19]=[C:18]1[S:22](Cl)(=[O:24])=[O:23]. Given the product [CH3:16][C:5]1[CH:4]=[CH:3][C:2]([NH:1][S:22]([C:18]2[S:17][CH:21]=[CH:20][CH:19]=2)(=[O:24])=[O:23])=[C:10]2[C:6]=1[CH:7]=[C:8]([C:11]([O:13][CH2:14][CH3:15])=[O:12])[NH:9]2, predict the reactants needed to synthesize it.